This data is from Full USPTO retrosynthesis dataset with 1.9M reactions from patents (1976-2016). The task is: Predict the reactants needed to synthesize the given product. (1) Given the product [OH:16][CH2:15][C:13]1[O:14][C:10]2[CH:9]=[CH:8][C:7]([C:1]3[CH:2]=[CH:3][CH:4]=[CH:5][CH:6]=3)=[CH:18][C:11]=2[CH:12]=1, predict the reactants needed to synthesize it. The reactants are: [C:1]1([C:7]2[CH:8]=[CH:9][C:10]3[O:14][C:13]([C:15](O)=[O:16])=[CH:12][C:11]=3[CH:18]=2)[CH:6]=[CH:5][CH:4]=[CH:3][CH:2]=1.[H-].[H-].[H-].[H-].[Li+].[Al+3].Cl. (2) Given the product [NH2:8][C:9]1[CH2:15][C:14]([C:16]([O:18][CH2:19][CH3:20])=[O:17])=[CH:13][C:12]2[CH:21]=[C:22]([C:25]3[CH:30]=[CH:29][CH:28]=[C:27]([O:31][CH3:32])[C:26]=3[Cl:33])[CH:23]=[CH:24][C:11]=2[N:10]=1, predict the reactants needed to synthesize it. The reactants are: O(C([N:8](C(OC(C)(C)C)=O)[C:9]1[CH2:15][C:14]([C:16]([O:18][CH2:19][CH3:20])=[O:17])=[CH:13][C:12]2[CH:21]=[C:22]([C:25]3[CH:30]=[CH:29][CH:28]=[C:27]([O:31][CH3:32])[C:26]=3[Cl:33])[CH:23]=[CH:24][C:11]=2[N:10]=1)=O)C(C)(C)C.C(O)(C(F)(F)F)=O. (3) Given the product [F:37][C:21]1[CH:20]=[C:19]([CH:24]=[CH:23][C:22]=1[NH:25][C:26]([NH:28][C:29]1[CH:34]=[C:33]([CH3:35])[CH:32]=[CH:31][C:30]=1[F:36])=[O:27])[O:18][C:16]1[CH:15]=[CH:14][N:13]=[C:12]([C:10]2[NH:9][CH:8]=[C:7]([C:5]([NH:4][CH2:3][CH2:2][N:1]([CH2:55][C:56]([O:57][CH3:58])=[O:53])[CH2:48][C:49]([O:51][CH3:52])=[O:50])=[O:6])[CH:11]=2)[CH:17]=1, predict the reactants needed to synthesize it. The reactants are: [NH2:1][CH2:2][CH2:3][NH:4][C:5]([C:7]1[CH:11]=[C:10]([C:12]2[CH:17]=[C:16]([O:18][C:19]3[CH:24]=[CH:23][C:22]([NH:25][C:26]([NH:28][C:29]4[CH:34]=[C:33]([CH3:35])[CH:32]=[CH:31][C:30]=4[F:36])=[O:27])=[C:21]([F:37])[CH:20]=3)[CH:15]=[CH:14][N:13]=2)[NH:9][CH:8]=1)=[O:6].C(N(CC)C(C)C)(C)C.Br[CH2:48][C:49]([O:51][CH3:52])=[O:50].[OH2:53].C1[CH2:58][O:57][CH2:56][CH2:55]1. (4) The reactants are: [CH3:1][CH2:2][C@H:3]1[C@@H:16]([OH:17])[C@@H:15]2[C@H:10]([CH2:11][CH2:12][C@:13]3([CH3:28])[C@@H:20]([C@@H:21]([CH2:23][CH2:24][C:25]([OH:27])=[O:26])[CH3:22])[CH2:19][CH2:18][C@H:14]32)[C@:9]2([CH3:29])[C@H:4]1[CH2:5][C@H:6]([OH:30])[CH2:7][CH2:8]2.O[C@@H]1CC[C@@]2(C)[C@H](/C(=C/C)/C(=O)[C@@H]3[C@@H]2CC[C@@]2(C)[C@H]3CC[C@@H]2[C@H](C)CCC(O)=O)C1.[H][H]. Given the product [OH:30][C@@H:6]1[CH2:7][CH2:8][C@@:9]2([CH3:29])[C@H:4]([C@@H:3]([CH2:2][CH3:1])[C:16](=[O:17])[C@@H:15]3[C@@H:10]2[CH2:11][CH2:12][C@@:13]2([CH3:28])[C@H:14]3[CH2:18][CH2:19][C@@H:20]2[C@H:21]([CH3:22])[CH2:23][CH2:24][C:25]([OH:27])=[O:26])[CH2:5]1, predict the reactants needed to synthesize it. (5) Given the product [F:9][C:2]([F:1])([F:8])[C:3](=[O:5])[CH2:16][C:17](=[O:20])[CH2:18][CH3:19], predict the reactants needed to synthesize it. The reactants are: [F:1][C:2]([F:9])([F:8])[C:3]([O:5]CC)=O.C(O[K])(C)(C)C.[CH3:16][C:17](=[O:20])[CH2:18][CH3:19].